Dataset: Full USPTO retrosynthesis dataset with 1.9M reactions from patents (1976-2016). Task: Predict the reactants needed to synthesize the given product. (1) Given the product [F:1][C:2]1[CH:3]=[C:4]([C:12]2[C:13]3[CH2:20][CH2:19][CH:18]([CH2:21][C:22]([N:24]4[CH2:30][CH2:29][CH2:28][CH2:27][CH2:25]4)=[O:23])[C:14]=3[CH:15]=[N:16][CH:17]=2)[CH:5]=[CH:6][C:7]=1[C:8]([F:11])([F:9])[F:10], predict the reactants needed to synthesize it. The reactants are: [F:1][C:2]1[CH:3]=[C:4]([C:12]2[C:13]3[CH2:20][CH2:19][CH:18]([CH2:21][C:22]([NH:24][CH3:25])=[O:23])[C:14]=3[CH:15]=[N:16][CH:17]=2)[CH:5]=[CH:6][C:7]=1[C:8]([F:11])([F:10])[F:9].N1C[CH2:30][CH2:29][CH2:28][CH2:27]1. (2) Given the product [CH3:14][N:4]([CH2:3][CH2:2][OH:1])[C:5]1[CH:10]=[CH:9][C:8]([CH3:11])=[CH:7][CH:6]=1, predict the reactants needed to synthesize it. The reactants are: [OH:1][CH2:2][CH2:3][NH:4][C:5]1[CH:10]=[CH:9][C:8]([CH3:11])=[CH:7][CH:6]=1.[H][H].[CH2:14]=O.